From a dataset of Peptide-MHC class I binding affinity with 185,985 pairs from IEDB/IMGT. Regression. Given a peptide amino acid sequence and an MHC pseudo amino acid sequence, predict their binding affinity value. This is MHC class I binding data. The peptide sequence is TSAICSVVR. The MHC is HLA-A68:02 with pseudo-sequence HLA-A68:02. The binding affinity (normalized) is 0.119.